Dataset: Catalyst prediction with 721,799 reactions and 888 catalyst types from USPTO. Task: Predict which catalyst facilitates the given reaction. (1) Reactant: [Cl:1][C:2]1[C:3]([F:20])=[C:4]([CH:17]=[CH:18][CH:19]=1)/[CH:5]=[C:6]1\[C:7](=[O:16])[NH:8][C:9]2[C:10]\1=[N:11][CH:12]=[C:13]([F:15])[CH:14]=2.[Li+].[OH-].[CH3:23][C:24]([CH3:48])([CH3:47])[CH2:25]/[CH:26]=[N:27]/[CH2:28][C:29]([NH:31][C:32]1[CH:44]=[CH:43][C:35]([O:36][CH2:37][CH2:38][O:39]C(=O)C)=[CH:34][C:33]=1[O:45][CH3:46])=[O:30].[OH-].[Na+]. Product: [Cl:1][C:2]1[C:3]([F:20])=[C:4]([CH:5]2[C:6]3([C:10]4=[N:11][CH:12]=[C:13]([F:15])[CH:14]=[C:9]4[NH:8][C:7]3=[O:16])[CH:26]([CH2:25][C:24]([CH3:48])([CH3:47])[CH3:23])[NH:27][CH:28]2[C:29]([NH:31][C:32]2[CH:44]=[CH:43][C:35]([O:36][CH2:37][CH2:38][OH:39])=[CH:34][C:33]=2[O:45][CH3:46])=[O:30])[CH:17]=[CH:18][CH:19]=1. The catalyst class is: 30. (2) Reactant: [OH:1][NH:2][C:3]([CH:5]1[CH2:7][CH2:6]1)=[NH:4].[H-].[Na+].[C:10]([O:14][C:15]([NH:17][CH2:18][CH2:19][C:20](OCC)=O)=[O:16])([CH3:13])([CH3:12])[CH3:11].O. Product: [CH:5]1([C:3]2[N:4]=[C:20]([CH2:19][CH2:18][NH:17][C:15](=[O:16])[O:14][C:10]([CH3:13])([CH3:12])[CH3:11])[O:1][N:2]=2)[CH2:7][CH2:6]1. The catalyst class is: 9. (3) Reactant: [Cl:1][C:2]1[N:7]=[C:6]([NH:8][C:9]2[CH:10]=[C:11]([CH2:15][CH2:16][C:17]3[CH:18]=[C:19]([NH:23]C(=O)OC(C)(C)C)[CH:20]=[N:21][CH:22]=3)[CH:12]=[CH:13][CH:14]=2)[C:5]([F:31])=[CH:4][N:3]=1.CO.[ClH:34]. Product: [ClH:1].[ClH:34].[NH2:23][C:19]1[CH:18]=[C:17]([CH2:16][CH2:15][C:11]2[CH:10]=[C:9]([NH:8][C:6]3[C:5]([F:31])=[CH:4][N:3]=[C:2]([Cl:1])[N:7]=3)[CH:14]=[CH:13][CH:12]=2)[CH:22]=[N:21][CH:20]=1. The catalyst class is: 12. (4) Reactant: [S:1]1[CH:5]=[CH:4][CH:3]=[C:2]1[CH2:6][C:7]#N.[Cl:9][C:10]1[CH:15]=[CH:14][C:13]([C:16]2([C:21]3[CH:26]=C[C:24]([N+:27]([O-])=[O:28])=[CH:23][CH:22]=3)[O:20][CH2:19][CH2:18][O:17]2)=[CH:12][CH:11]=1.[OH-].[Na+]. Product: [Cl:9][C:10]1[CH:11]=[CH:12][C:13]([C:16]2([C:21]3[CH:22]=[CH:23][C:24]4[C:7]([CH:26]=3)=[C:6]([C:2]3[S:1][CH:5]=[CH:4][CH:3]=3)[O:28][N:27]=4)[O:17][CH2:18][CH2:19][O:20]2)=[CH:14][CH:15]=1. The catalyst class is: 5. (5) Reactant: Cl.[NH2:2][CH2:3][CH2:4][CH2:5][CH2:6][CH2:7][CH2:8][C:9]([O:11][CH2:12][CH3:13])=[O:10].C(N(CC)C(C)C)(C)C.[Cl:23][C:24]1[CH:32]=[C:31]([S:33](Cl)(=[O:35])=[O:34])[CH:30]=[CH:29][C:25]=1[C:26]([OH:28])=[O:27].Cl. Product: [Cl:23][C:24]1[CH:32]=[C:31]([S:33](=[O:35])(=[O:34])[NH:2][CH2:3][CH2:4][CH2:5][CH2:6][CH2:7][CH2:8][C:9]([O:11][CH2:12][CH3:13])=[O:10])[CH:30]=[CH:29][C:25]=1[C:26]([OH:28])=[O:27]. The catalyst class is: 4.